Dataset: Forward reaction prediction with 1.9M reactions from USPTO patents (1976-2016). Task: Predict the product of the given reaction. Given the reactants [Cl:1][C:2]1[CH:3]=[C:4]([CH:41]=[CH:42][C:43]=1[Cl:44])[CH2:5][O:6][C:7]1[CH:12]=[CH:11][C:10]([C@@H:13]2[O:26][C:25]3[C:16](=[CH:17][C:18]4[CH2:19][CH:20]([C:36](O)=[O:37])[N:21]([C@H:27]([C:30]5[CH:35]=[CH:34][CH:33]=[CH:32][CH:31]=5)[CH2:28][CH3:29])[CH2:22][C:23]=4[CH:24]=3)[N:15]([CH3:39])[C:14]2=[O:40])=[CH:9][CH:8]=1.[CH3:45][O:46][C:47](=[O:66])[C@:48]([NH2:65])([CH3:64])[CH2:49][C:50]1[CH:55]=[CH:54][C:53]([C:56]2[CH:61]=[CH:60][C:59]([C:62]#[N:63])=[CH:58][CH:57]=2)=[CH:52][CH:51]=1, predict the reaction product. The product is: [CH3:45][O:46][C:47](=[O:66])[C@:48]([NH:65][C:36]([CH:20]1[CH2:19][C:18]2[CH:17]=[C:16]3[C:25]([O:26][C@@H:13]([C:10]4[CH:9]=[CH:8][C:7]([O:6][CH2:5][C:4]5[CH:41]=[CH:42][C:43]([Cl:44])=[C:2]([Cl:1])[CH:3]=5)=[CH:12][CH:11]=4)[C:14](=[O:40])[N:15]3[CH3:39])=[CH:24][C:23]=2[CH2:22][N:21]1[C@H:27]([C:30]1[CH:35]=[CH:34][CH:33]=[CH:32][CH:31]=1)[CH2:28][CH3:29])=[O:37])([CH3:64])[CH2:49][C:50]1[CH:55]=[CH:54][C:53]([C:56]2[CH:61]=[CH:60][C:59]([C:62]#[N:63])=[CH:58][CH:57]=2)=[CH:52][CH:51]=1.